This data is from NCI-60 drug combinations with 297,098 pairs across 59 cell lines. The task is: Regression. Given two drug SMILES strings and cell line genomic features, predict the synergy score measuring deviation from expected non-interaction effect. (1) Drug 1: CS(=O)(=O)CCNCC1=CC=C(O1)C2=CC3=C(C=C2)N=CN=C3NC4=CC(=C(C=C4)OCC5=CC(=CC=C5)F)Cl. Drug 2: C1CN(P(=O)(OC1)NCCCl)CCCl. Cell line: M14. Synergy scores: CSS=-8.90, Synergy_ZIP=4.86, Synergy_Bliss=1.30, Synergy_Loewe=-9.64, Synergy_HSA=-7.70. (2) Drug 1: CCC1(C2=C(COC1=O)C(=O)N3CC4=CC5=C(C=CC(=C5CN(C)C)O)N=C4C3=C2)O.Cl. Drug 2: C(CCl)NC(=O)N(CCCl)N=O. Cell line: T-47D. Synergy scores: CSS=19.5, Synergy_ZIP=-7.31, Synergy_Bliss=0.561, Synergy_Loewe=-32.4, Synergy_HSA=-1.89. (3) Drug 1: C1CCN(CC1)CCOC2=CC=C(C=C2)C(=O)C3=C(SC4=C3C=CC(=C4)O)C5=CC=C(C=C5)O. Drug 2: CC(C)CN1C=NC2=C1C3=CC=CC=C3N=C2N. Cell line: SK-OV-3. Synergy scores: CSS=-6.80, Synergy_ZIP=4.57, Synergy_Bliss=0.974, Synergy_Loewe=-3.57, Synergy_HSA=-5.26. (4) Drug 1: C1CNP(=O)(OC1)N(CCCl)CCCl. Drug 2: CC1C(C(CC(O1)OC2CC(CC3=C2C(=C4C(=C3O)C(=O)C5=CC=CC=C5C4=O)O)(C(=O)C)O)N)O. Cell line: HCT116. Synergy scores: CSS=32.6, Synergy_ZIP=-1.59, Synergy_Bliss=-3.46, Synergy_Loewe=-38.2, Synergy_HSA=-2.82. (5) Drug 1: C1=NC2=C(N1)C(=S)N=C(N2)N. Drug 2: C1=NC2=C(N=C(N=C2N1C3C(C(C(O3)CO)O)F)Cl)N. Cell line: A498. Synergy scores: CSS=31.7, Synergy_ZIP=-9.54, Synergy_Bliss=-3.00, Synergy_Loewe=-12.0, Synergy_HSA=-1.70. (6) Drug 1: COC1=C(C=C2C(=C1)N=CN=C2NC3=CC(=C(C=C3)F)Cl)OCCCN4CCOCC4. Drug 2: CS(=O)(=O)CCNCC1=CC=C(O1)C2=CC3=C(C=C2)N=CN=C3NC4=CC(=C(C=C4)OCC5=CC(=CC=C5)F)Cl. Cell line: HS 578T. Synergy scores: CSS=14.5, Synergy_ZIP=-1.11, Synergy_Bliss=4.31, Synergy_Loewe=-2.96, Synergy_HSA=0.831.